From a dataset of Reaction yield outcomes from USPTO patents with 853,638 reactions. Predict the reaction yield, written as a fraction of the theoretical maximum amount of product (1.0 means a 100% yield; for example, 0.34 means a 34% yield). (1) The reactants are [C:1]([NH:8][C:9]([NH2:11])=[S:10])([O:3][C:4]([CH3:7])([CH3:6])[CH3:5])=[O:2].[Cl:12][CH2:13][C:14]([CH2:16]Cl)=O.C([O-])(O)=O.[Na+].CCOC(C)=O.CCCCCCC. The catalyst is CC(C)=O. The product is [C:1]([NH:8][C:9]1[S:10][CH:16]=[C:14]([CH2:13][Cl:12])[N:11]=1)([O:3][C:4]([CH3:6])([CH3:7])[CH3:5])=[O:2]. The yield is 0.680. (2) The reactants are [Cl:1][C:2]1[CH:3]=[C:4]2[C:12](=[C:13]([NH:15][C:16](=[O:23])[C:17]3[CH:22]=[CH:21][CH:20]=[N:19][CH:18]=3)[CH:14]=1)[NH:11][C:10]1[CH:9]=[N:8][CH:7]=[C:6]([NH:24]C(=O)C(F)(F)F)[C:5]2=1.[C:31]([O-])([O-])=O.[K+].[K+].O. The catalyst is CO. The product is [NH2:24][C:6]1[C:5]2[C:4]3[C:12](=[C:13]([NH:15][C:16](=[O:23])[C:17]4[CH:22]=[CH:21][CH:20]=[N:19][C:18]=4[CH3:31])[CH:14]=[C:2]([Cl:1])[CH:3]=3)[NH:11][C:10]=2[CH:9]=[N:8][CH:7]=1. The yield is 0.560. (3) The reactants are [F:1][C:2]([F:24])([F:23])[C:3]1[CH:4]=[C:5]([C:13]2[N:17]=[CH:16][N:15](/[CH:18]=[CH:19]\[C:20]([OH:22])=O)[N:14]=2)[CH:6]=[C:7]([C:9]([F:12])([F:11])[F:10])[CH:8]=1.[NH:25]1[CH2:30][CH2:29][CH2:28][CH:27]([C:31]([NH:33][NH2:34])=[O:32])[CH2:26]1.C(P1(=O)OP(CCC)(=O)OP(CCC)(=O)O1)CC.CCN(C(C)C)C(C)C. The catalyst is C1COCC1.CCOC(C)=O. The product is [F:11][C:9]([F:10])([F:12])[C:7]1[CH:6]=[C:5]([C:13]2[N:17]=[CH:16][N:15](/[CH:18]=[CH:19]\[C:20]([N:33]([C:31]([CH:27]3[CH2:28][CH2:29][CH2:30][NH:25][CH2:26]3)=[O:32])[NH2:34])=[O:22])[N:14]=2)[CH:4]=[C:3]([C:2]([F:23])([F:24])[F:1])[CH:8]=1. The yield is 0.0240. (4) The reactants are S(Cl)(Cl)=O.[Br:5][C:6]1[CH:14]=[CH:13][C:9]([C:10]([OH:12])=O)=[C:8]([S:15]([CH3:18])(=[O:17])=[O:16])[CH:7]=1.[CH3:19][N:20]1[CH2:25][CH2:24][NH:23][CH2:22][CH2:21]1.C(N(CC)CC)C. The catalyst is CN(C=O)C.C(Cl)Cl. The product is [Br:5][C:6]1[CH:14]=[CH:13][C:9]([C:10]([N:23]2[CH2:24][CH2:25][N:20]([CH3:19])[CH2:21][CH2:22]2)=[O:12])=[C:8]([S:15]([CH3:18])(=[O:17])=[O:16])[CH:7]=1. The yield is 1.00. (5) The reactants are [CH:1]1([C:6]([C:11]2[CH:16]=[CH:15][CH:14]=[CH:13][CH:12]=2)([OH:10])[C:7]([OH:9])=[O:8])[CH2:5][CH2:4][CH2:3][CH2:2]1.[C:17](=O)([O-])[O-].[K+].[K+].CI.O. The catalyst is CN(C=O)C.C(Cl)Cl. The product is [CH:1]1([C:6]([C:11]2[CH:16]=[CH:15][CH:14]=[CH:13][CH:12]=2)([OH:10])[C:7]([O:9][CH3:17])=[O:8])[CH2:5][CH2:4][CH2:3][CH2:2]1. The yield is 0.640. (6) The reactants are [Cl:1][C:2]1[CH:7]=[CH:6][C:5]([CH3:8])=[CH:4][C:3]=1[O:9][CH3:10].C1C(=O)N([Br:18])C(=O)C1.CC(N=NC(C#N)(C)C)(C#N)C. The catalyst is C(Cl)(Cl)(Cl)Cl. The product is [Br:18][CH2:8][C:5]1[CH:6]=[CH:7][C:2]([Cl:1])=[C:3]([O:9][CH3:10])[CH:4]=1. The yield is 0.920. (7) The reactants are [CH2:1]([O:8][C:9]1[C:14](=[O:15])[CH:13]=[C:12]([CH2:16][OH:17])[O:11][C:10]=1[C:18]([O:20][CH3:21])=[O:19])[C:2]1[CH:7]=[CH:6][CH:5]=[CH:4][CH:3]=1.[CH3:22][S:23](Cl)(=[O:25])=[O:24]. The catalyst is C(Cl)Cl. The product is [CH2:1]([O:8][C:9]1[C:14](=[O:15])[CH:13]=[C:12]([CH2:16][O:17][S:23]([CH3:22])(=[O:25])=[O:24])[O:11][C:10]=1[C:18]([O:20][CH3:21])=[O:19])[C:2]1[CH:3]=[CH:4][CH:5]=[CH:6][CH:7]=1. The yield is 0.840. (8) The product is [CH3:4][C:2]([S@@:5]([NH:7][C@H:8]([C:9]1[CH:14]=[CH:13][C:12]([O:15][C:16]([F:17])([F:18])[F:19])=[CH:11][CH:10]=1)[CH2:20][CH3:21])=[O:6])([CH3:1])[CH3:3]. The yield is 0.670. The reactants are [CH3:1][C:2]([S@@:5](/[N:7]=[CH:8]/[C:9]1[CH:14]=[CH:13][C:12]([O:15][C:16]([F:19])([F:18])[F:17])=[CH:11][CH:10]=1)=[O:6])([CH3:4])[CH3:3].[CH2:20]([Mg]Cl)[CH3:21].[Cl-].[NH4+].CCOC(C)=O. The catalyst is C1COCC1.